Dataset: Peptide-MHC class I binding affinity with 185,985 pairs from IEDB/IMGT. Task: Regression. Given a peptide amino acid sequence and an MHC pseudo amino acid sequence, predict their binding affinity value. This is MHC class I binding data. (1) The MHC is H-2-Db with pseudo-sequence H-2-Db. The binding affinity (normalized) is 0.547. The peptide sequence is SMNEDGPFI. (2) The peptide sequence is EPFSRRHPL. The MHC is HLA-A69:01 with pseudo-sequence HLA-A69:01. The binding affinity (normalized) is 0.506. (3) The peptide sequence is VFYRSGTETK. The MHC is HLA-A31:01 with pseudo-sequence HLA-A31:01. The binding affinity (normalized) is 0.166. (4) The peptide sequence is QLKSRAAVL. The MHC is HLA-B46:01 with pseudo-sequence HLA-B46:01. The binding affinity (normalized) is 0.0847. (5) The peptide sequence is SLTCEVDAL. The MHC is HLA-A68:02 with pseudo-sequence HLA-A68:02. The binding affinity (normalized) is 0.256. (6) The peptide sequence is AKQIVQRHL. The MHC is Mamu-A2601 with pseudo-sequence Mamu-A2601. The binding affinity (normalized) is 0.344.